This data is from NCI-60 drug combinations with 297,098 pairs across 59 cell lines. The task is: Regression. Given two drug SMILES strings and cell line genomic features, predict the synergy score measuring deviation from expected non-interaction effect. (1) Drug 1: CC1C(C(CC(O1)OC2CC(OC(C2O)C)OC3=CC4=CC5=C(C(=O)C(C(C5)C(C(=O)C(C(C)O)O)OC)OC6CC(C(C(O6)C)O)OC7CC(C(C(O7)C)O)OC8CC(C(C(O8)C)O)(C)O)C(=C4C(=C3C)O)O)O)O. Drug 2: CC1C(C(CC(O1)OC2CC(CC3=C2C(=C4C(=C3O)C(=O)C5=C(C4=O)C(=CC=C5)OC)O)(C(=O)CO)O)N)O.Cl. Cell line: A549. Synergy scores: CSS=43.3, Synergy_ZIP=3.94, Synergy_Bliss=3.81, Synergy_Loewe=-2.40, Synergy_HSA=5.03. (2) Drug 1: CN1CCC(CC1)COC2=C(C=C3C(=C2)N=CN=C3NC4=C(C=C(C=C4)Br)F)OC. Drug 2: CC=C1C(=O)NC(C(=O)OC2CC(=O)NC(C(=O)NC(CSSCCC=C2)C(=O)N1)C(C)C)C(C)C. Cell line: UACC-257. Synergy scores: CSS=55.2, Synergy_ZIP=-2.71, Synergy_Bliss=-5.41, Synergy_Loewe=-46.9, Synergy_HSA=-4.86. (3) Drug 1: CN1CCC(CC1)COC2=C(C=C3C(=C2)N=CN=C3NC4=C(C=C(C=C4)Br)F)OC. Drug 2: CC(C)(C#N)C1=CC(=CC(=C1)CN2C=NC=N2)C(C)(C)C#N. Cell line: HOP-92. Synergy scores: CSS=19.5, Synergy_ZIP=1.80, Synergy_Bliss=6.79, Synergy_Loewe=7.87, Synergy_HSA=8.29. (4) Drug 1: C1=CC(=CC=C1C#N)C(C2=CC=C(C=C2)C#N)N3C=NC=N3. Drug 2: CC(C)(C#N)C1=CC(=CC(=C1)CN2C=NC=N2)C(C)(C)C#N. Cell line: MALME-3M. Synergy scores: CSS=1.85, Synergy_ZIP=-1.75, Synergy_Bliss=-6.80, Synergy_Loewe=-4.76, Synergy_HSA=-7.57. (5) Drug 1: C1=CC(=CC=C1CCC2=CNC3=C2C(=O)NC(=N3)N)C(=O)NC(CCC(=O)O)C(=O)O. Drug 2: CCN(CC)CCCC(C)NC1=C2C=C(C=CC2=NC3=C1C=CC(=C3)Cl)OC. Cell line: UO-31. Synergy scores: CSS=22.6, Synergy_ZIP=-0.804, Synergy_Bliss=-0.679, Synergy_Loewe=-5.66, Synergy_HSA=0.00404. (6) Drug 2: CN(C)C(=N)N=C(N)N. Synergy scores: CSS=5.29, Synergy_ZIP=1.15, Synergy_Bliss=4.72, Synergy_Loewe=1.02, Synergy_HSA=4.15. Drug 1: C1CC2CC3=C(CC1C24CN(S(=O)(=O)N4)CC(F)(F)F)C=CC(=C3)C=CCN5CCC(CC5)C(F)(F)F. Cell line: SW-620. (7) Drug 1: C1C(C(OC1N2C=C(C(=O)NC2=O)F)CO)O. Drug 2: CC=C1C(=O)NC(C(=O)OC2CC(=O)NC(C(=O)NC(CSSCCC=C2)C(=O)N1)C(C)C)C(C)C. Cell line: A549. Synergy scores: CSS=45.1, Synergy_ZIP=1.39, Synergy_Bliss=2.78, Synergy_Loewe=-6.16, Synergy_HSA=2.01. (8) Drug 1: C1=CC(=CC=C1CC(C(=O)O)N)N(CCCl)CCCl.Cl. Drug 2: CS(=O)(=O)CCNCC1=CC=C(O1)C2=CC3=C(C=C2)N=CN=C3NC4=CC(=C(C=C4)OCC5=CC(=CC=C5)F)Cl. Cell line: UO-31. Synergy scores: CSS=14.5, Synergy_ZIP=-3.97, Synergy_Bliss=-0.818, Synergy_Loewe=-0.555, Synergy_HSA=-0.0984. (9) Drug 1: CCN(CC)CCCC(C)NC1=C2C=C(C=CC2=NC3=C1C=CC(=C3)Cl)OC. Drug 2: CC1CCCC2(C(O2)CC(NC(=O)CC(C(C(=O)C(C1O)C)(C)C)O)C(=CC3=CSC(=N3)C)C)C. Cell line: COLO 205. Synergy scores: CSS=56.1, Synergy_ZIP=-0.678, Synergy_Bliss=-2.89, Synergy_Loewe=1.09, Synergy_HSA=3.32. (10) Drug 1: C1=CC=C(C=C1)NC(=O)CCCCCCC(=O)NO. Drug 2: N.N.Cl[Pt+2]Cl. Cell line: SK-MEL-28. Synergy scores: CSS=28.3, Synergy_ZIP=3.05, Synergy_Bliss=4.84, Synergy_Loewe=0.255, Synergy_HSA=3.59.